This data is from Reaction yield outcomes from USPTO patents with 853,638 reactions. The task is: Predict the reaction yield, written as a fraction of the theoretical maximum amount of product (1.0 means a 100% yield; for example, 0.34 means a 34% yield). (1) The product is [C:42]([O:41][C:39]([N:14]1[CH2:13][CH2:12][C:11]2[C:16](=[CH:17][C:8]([N:7]3[C:3]([NH2:2])=[CH:4][C:5]([C:19]([CH3:22])([CH3:21])[CH3:20])=[N:6]3)=[CH:9][CH:10]=2)[CH2:15]1)=[O:40])([CH3:43])([CH3:44])[CH3:45]. The reactants are Cl.[NH2:2][C:3]1[N:7]([C:8]2[CH:17]=[C:16]3[C:11]([CH2:12][CH2:13][NH:14][C:15]3=O)=[CH:10][CH:9]=2)[N:6]=[C:5]([C:19]([CH3:22])([CH3:21])[CH3:20])[CH:4]=1.[H-].[H-].[H-].[H-].[Li+].[Al+3].[OH-].[Na+].[CH3:43][C:42]([O:41][C:39](O[C:39]([O:41][C:42]([CH3:45])([CH3:44])[CH3:43])=[O:40])=[O:40])([CH3:45])[CH3:44]. The yield is 0.750. The catalyst is C1COCC1. (2) The reactants are [C:1]([C:3]1[C:4]([CH2:21][CH2:22][CH3:23])=[CH:5][C:6](OS(C(F)(F)F)(=O)=O)=[N:7][C:8]=1[S:9][CH2:10][C:11]#[N:12])#[N:2].[OH:24][CH:25]1[CH2:30][CH2:29][NH:28][CH2:27][CH2:26]1.C(N(CC)CC)C.O. The catalyst is O1CCOCC1. The product is [NH2:2][C:1]1[C:3]2[C:8](=[N:7][C:6]([N:28]3[CH2:29][CH2:30][CH:25]([OH:24])[CH2:26][CH2:27]3)=[CH:5][C:4]=2[CH2:21][CH2:22][CH3:23])[S:9][C:10]=1[C:11]#[N:12]. The yield is 0.890. (3) The yield is 0.991. The catalyst is Cl. The product is [O:18]1[CH2:19][CH2:20][CH:15]([NH:14][C:10]2[N:11]=[CH:12][N:13]=[C:8]([C:6]3[CH:5]=[CH:4][NH:3][C:2](=[O:21])[CH:7]=3)[CH:9]=2)[CH2:16][CH2:17]1. The reactants are F[C:2]1[CH:7]=[C:6]([C:8]2[N:13]=[CH:12][N:11]=[C:10]([NH:14][CH:15]3[CH2:20][CH2:19][O:18][CH2:17][CH2:16]3)[CH:9]=2)[CH:5]=[CH:4][N:3]=1.[OH-:21].[Na+]. (4) The reactants are [C:1]([C:5]1[C:6]([N+:17]([O-])=O)=[C:7]([OH:16])[C:8]([OH:15])=[C:9]([C:11]([CH3:14])([CH3:13])[CH3:12])[CH:10]=1)([CH3:4])([CH3:3])[CH3:2]. The catalyst is CCO.[Pd]. The product is [C:1]([C:5]1[C:6]([NH2:17])=[C:7]([OH:16])[C:8]([OH:15])=[C:9]([C:11]([CH3:14])([CH3:13])[CH3:12])[CH:10]=1)([CH3:4])([CH3:2])[CH3:3]. The yield is 0.330. (5) The reactants are [CH:1]1([CH:4]([C:16]2[CH:17]=[N:18][C:19]([O:22][CH3:23])=[CH:20][CH:21]=2)[O:5][C:6]2[CH:11]=[CH:10][C:9]([CH2:12][NH2:13])=[CH:8][C:7]=2[O:14][CH3:15])[CH2:3][CH2:2]1.C(=O)([O-])[O-].[K+].[K+].Cl[C:31]1[C:36]([N+:37]([O-:39])=[O:38])=[CH:35][C:34]([I:40])=[CH:33][N:32]=1. The catalyst is C(#N)C. The product is [CH:1]1([CH:4]([C:16]2[CH:17]=[N:18][C:19]([O:22][CH3:23])=[CH:20][CH:21]=2)[O:5][C:6]2[CH:11]=[CH:10][C:9]([CH2:12][NH:13][C:31]3[C:36]([N+:37]([O-:39])=[O:38])=[CH:35][C:34]([I:40])=[CH:33][N:32]=3)=[CH:8][C:7]=2[O:14][CH3:15])[CH2:3][CH2:2]1. The yield is 0.580. (6) The reactants are Br[C:2]1[CH:3]=[CH:4][CH:5]=[C:6]2[C:11]=1[N:10]=[CH:9][CH:8]=[CH:7]2.[CH3:12][O:13][C:14]1[CH:15]=[C:16](B(O)O)[CH:17]=[CH:18][CH:19]=1.C([O-])([O-])=O.[K+].[K+]. The catalyst is O1CCOCC1.O.C1C=CC(P(C2C=CC=CC=2)[C-]2C=CC=C2)=CC=1.C1C=CC(P(C2C=CC=CC=2)[C-]2C=CC=C2)=CC=1.Cl[Pd]Cl.[Fe+2]. The product is [CH3:12][O:13][C:14]1[CH:19]=[C:18]([C:2]2[CH:3]=[CH:4][CH:5]=[C:6]3[C:11]=2[N:10]=[CH:9][CH:8]=[CH:7]3)[CH:17]=[CH:16][CH:15]=1. The yield is 0.900. (7) The reactants are C[O:2][C:3](=[O:38])/[C:4](/[NH:16][C:17](=[O:37])[C:18]1[C:23]([CH3:24])=[CH:22][C:21]([C:25]([NH:27][CH2:28][C:29]2[CH:34]=[CH:33][CH:32]=[C:31]([OH:35])[CH:30]=2)=[O:26])=[CH:20][C:19]=1[Cl:36])=[CH:5]/[C:6]1[CH:7]=[N:8][C:9]2[C:14]([CH:15]=1)=[CH:13][CH:12]=[CH:11][CH:10]=2.O.[OH-].[Li+]. The catalyst is CO.O1CCCC1.O. The product is [Cl:36][C:19]1[CH:20]=[C:21]([C:25]([NH:27][CH2:28][C:29]2[CH:34]=[CH:33][CH:32]=[C:31]([OH:35])[CH:30]=2)=[O:26])[CH:22]=[C:23]([CH3:24])[C:18]=1[C:17]([NH:16]/[C:4](=[CH:5]\[C:6]1[CH:7]=[N:8][C:9]2[C:14]([CH:15]=1)=[CH:13][CH:12]=[CH:11][CH:10]=2)/[C:3]([OH:38])=[O:2])=[O:37]. The yield is 0.580.